Dataset: Peptide-MHC class II binding affinity with 134,281 pairs from IEDB. Task: Regression. Given a peptide amino acid sequence and an MHC pseudo amino acid sequence, predict their binding affinity value. This is MHC class II binding data. (1) The peptide sequence is TVLFGVSRSMGIGSQ. The MHC is DRB1_0301 with pseudo-sequence DRB1_0301. The binding affinity (normalized) is 0.0329. (2) The peptide sequence is ELQVIEKVDAAFKVA. The MHC is HLA-DPA10201-DPB10101 with pseudo-sequence HLA-DPA10201-DPB10101. The binding affinity (normalized) is 0.348. (3) The peptide sequence is SVAGRVDGLELKKLG. The MHC is HLA-DQA10201-DQB10301 with pseudo-sequence HLA-DQA10201-DQB10301. The binding affinity (normalized) is 0.377.